From a dataset of Drug-target binding data from BindingDB using IC50 measurements. Regression. Given a target protein amino acid sequence and a drug SMILES string, predict the binding affinity score between them. We predict pIC50 (pIC50 = -log10(IC50 in M); higher means more potent). Dataset: bindingdb_ic50. (1) The compound is O=C(Cc1ccccc1)Nc1cc(Cl)ccc1Sc1ccccc1. The pIC50 is 4.4. The target protein sequence is MMSKIFDLVVIGAGSGGLEAAWNAATLYKKRVAVIDVQMVHGPPFFSALGGTCVNVGCVPKKLMVTGAQYMEHLRESAGFGWEFDRTTLRAEWKKLIAVKDEAVLNINKSYEEMFRDTEGLEFFLGWGSLESKNVVNVRESADPASAVKERLETENILLASGSWPHMPNIPGIEHCISSNEAFYLPEPPRRVLTVGGGFISVEFAGIFNAYKPKDGQVTLCYRGEMILRGFDHTLREELTKQLTANGIQILTKENPAKVELNADGSKSVTFESGKKMDFDLVMMAIGRSPRTKDLQLQNAGVMIKNGGVQVDEYSRTNVSNIYAIGDVTNRVMLTPVAINEAAALVDTVFGTNPRKTDHTRVASAVFSIPPIGTCGLIEEVASKRYEVVAVYLSSFTPLMHNISGSKYKTFVAKIITNHSDGTVLGVHLLGDNAPEIIQGVGICLKLNAKISDFYNTIGVHPTSAEELCSMRTPSYYYVKGEKMEKPSEASL. (2) The drug is COc1ccc2c(c1)c(CC(=O)NCCCCNC(=O)CCC(=O)O[C@@H]1c3cc4c(cc3[C@H](c3cc(OC)c(OC)c(OC)c3)[C@@H]3C(=O)OC[C@@H]13)OCO4)c(C)n2C(=O)c1ccc(Cl)cc1. The target protein sequence is ANPCCSNPCQNRGECMSTGFDQYKCDCTRTGFYGENCTTPEFLTRIKLLLKPTPNTVHYILTHFKGVWNIVNNIPFLRSLIMKYVLTSRSYLIDSPPTYNVHYGYKSWEAFSNLSYYTRALPPVADDCPTPMGVKGNKELPDSKEVLEKVLLRREFIPDPQGSNMMFAFFAQHFTHQFFKTDHKRGPGFTRGLGHGVDLNHIYGETLDRQHKLRLFKDGKLKYQVIGGEVYPPTVKDTQVEMIYPPHIPENLQFAVGQEVFGLVPGLMMYATIWLREHNRVCDILKQEHPEWGDEQLFQTSRLILIGETIKIVIEDYVQHLSGYHFKLKFDPELLFNQQFQYQNRIASEFNTLYHWHPLLPDTFNIEDQEYSFKQFLYNNSILLEHGLTQFVESFTRQIAGRVAGGRNVPIAVQAVAKASIDQSREMKYQSLNEYRKRFSLKPYTSFEELTGEKEMAAELKALYSDIDVMELYPALLVEKPRPDAIFGETMIELGAPFSL.... The pIC50 is 6.0. (3) The compound is C/C(=C\COP(=O)(O)OP(=O)(O)O)COCc1cccc(C(=O)c2ccccc2)c1. The target protein (P29703) has sequence MEEYDYSDVKPLPIETDLQDELCRIMYTEDYKRLMGLARALISLNELSPRALQLTAEIIDVAPAFYTIWNYRFNIVRHMMSESEDTVLYLNKELDWLDEVTLNNPKNYQIWSYRQSLLKLHPSPSFKRELPILKLMIDDDSKNYHVWSYRKWCCLFFSDFQHELAYASDLIETDIYNNSAWTHRMFYWVNAKDVISKVELADELQFIMDKIQLVPQNISPWTYLRGFQELFHDRLQWDSKVVDFATTFIGDVLSLPIGSPEDLPEIESSYALEFLAYHWGADPCTRDNAVKAYSLLAIKYDPIRKNLWHHKINNLN. The pIC50 is 5.5. (4) The target protein (P42858) has sequence MATLEKLMKAFESLKSFQQQQQQQQQQQQQQQQQQQQQPPPPPPPPPPPQLPQPPPQAQPLLPQPQPPPPPPPPPPGPAVAEEPLHRPKKELSATKKDRVNHCLTICENIVAQSVRNSPEFQKLLGIAMELFLLCSDDAESDVRMVADECLNKVIKALMDSNLPRLQLELYKEIKKNGAPRSLRAALWRFAELAHLVRPQKCRPYLVNLLPCLTRTSKRPEESVQETLAAAVPKIMASFGNFANDNEIKVLLKAFIANLKSSSPTIRRTAAGSAVSICQHSRRTQYFYSWLLNVLLGLLVPVEDEHSTLLILGVLLTLRYLVPLLQQQVKDTSLKGSFGVTRKEMEVSPSAEQLVQVYELTLHHTQHQDHNVVTGALELLQQLFRTPPPELLQTLTAVGGIGQLTAAKEESGGRSRSGSIVELIAGGGSSCSPVLSRKQKGKVLLGEEEALEDDSESRSDVSSSALTASVKDEISGELAASSGVSTPGSAGHDIITEQPR.... The pIC50 is 5.0. The compound is CC(C)(C)C1C/C(=C/c2ccco2)C(=O)/C(=C/c2ccco2)C1. (5) The small molecule is CC(C)(C(=O)OC(=O)C(C)(C)C(NC(=O)c1ccc(C#N)cc1)C1CC=CCC1)C(NC(=O)c1ccc(C#N)cc1)C1CC=CCC1. The target protein (P08311) has sequence MQPLLLLLAFLLPTGAEAGEIIGGRESRPHSRPYMAYLQIQSPAGQSRCGGFLVREDFVLTAAHCWGSNINVTLGAHNIQRRENTQQHITARRAIRHPQYNQRTIQNDIMLLQLSRRVRRNRNVNPVALPRAQEGLRPGTLCTVAGWGRVSMRRGTDTLREVQLRVQRDRQCLRIFGSYDPRRQICVGDRRERKAAFKGDSGGPLLCNNVAHGIVSYGKSSGVPPEVFTRVSSFLPWIRTTMRSFKLLDQMETPL. The pIC50 is 7.2. (6) The drug is Cc1ccc(Oc2ccc(NC(=O)CN3C(=O)/C(=C/c4cccc(O)c4O)SC3=S)cc2)cc1. The target protein (P10584) has sequence MKAPVRVAVTGAAGQIGYSLLFRIAAGEMLGKDQPVILQLLEIPQAMKALEGVVMELEDCAFPLLAGLEATDDPKVAFKDADYALLVGAAPRKAGMERRDLLQVNGKIFTEQGRALAEVAKKDVKVLVVGNPANTNALIAYKNAPGLNPRNFTAMTRLDHNRAKAQLAKKTGTGVDRIRRMTVWGNHSSTMFPDLFHAEVDGRPALELVDMEWYEKVFIPTVAQRGAAIIQARGASSAASAANAAIEHIRDWALGTPEGDWVSMAVPSQGEYGIPEGIVYSFPVTAKDGAYRVVEGLEINEFARKRMEITAQELLDEMEQVKALGLI. The pIC50 is 6.0.